From a dataset of Full USPTO retrosynthesis dataset with 1.9M reactions from patents (1976-2016). Predict the reactants needed to synthesize the given product. (1) Given the product [CH:1]([C:4]1[CH:9]=[CH:8][C:7]([C:10]2[C:15]([CH:16]([CH2:21][CH2:22][CH3:23])[C:17]([OH:19])=[O:18])=[C:14]([CH3:24])[N:13]=[C:12]([N:25]3[CH2:26][CH2:27][CH2:28][CH2:29][CH2:30]3)[N:11]=2)=[CH:6][CH:5]=1)([CH3:2])[CH3:3], predict the reactants needed to synthesize it. The reactants are: [CH:1]([C:4]1[CH:9]=[CH:8][C:7]([C:10]2[C:15]([CH:16]([CH2:21][CH2:22][CH3:23])[C:17]([O:19]C)=[O:18])=[C:14]([CH3:24])[N:13]=[C:12]([N:25]3[CH2:30][CH2:29][CH2:28][CH2:27][CH2:26]3)[N:11]=2)=[CH:6][CH:5]=1)([CH3:3])[CH3:2].[OH-].[Na+]. (2) Given the product [CH:1](=[N:8][N:9]([CH:24]=[C:25]([C:28]#[N:29])[C:26]#[N:27])[CH:10]([CH3:12])[CH3:11])[C:2]1[CH:7]=[CH:6][CH:5]=[CH:4][CH:3]=1, predict the reactants needed to synthesize it. The reactants are: [CH:1](=[N:8][NH:9][CH:10]([CH3:12])[CH3:11])[C:2]1[CH:7]=[CH:6][CH:5]=[CH:4][CH:3]=1.C([Li])CCC.C(=O)=O.C(O[CH:24]=[C:25]([C:28]#[N:29])[C:26]#[N:27])C.